From a dataset of CYP3A4 inhibition data for predicting drug metabolism from PubChem BioAssay. Regression/Classification. Given a drug SMILES string, predict its absorption, distribution, metabolism, or excretion properties. Task type varies by dataset: regression for continuous measurements (e.g., permeability, clearance, half-life) or binary classification for categorical outcomes (e.g., BBB penetration, CYP inhibition). Dataset: cyp3a4_veith. (1) The compound is CC1Cc2ccccc2N1C(=O)C1CCCCN1S(=O)(=O)c1ccccc1. The result is 1 (inhibitor). (2) The compound is O=C(c1ccncc1)N1CCC[C@@]2(CCN(c3ccccc3)C2)C1. The result is 1 (inhibitor).